This data is from Full USPTO retrosynthesis dataset with 1.9M reactions from patents (1976-2016). The task is: Predict the reactants needed to synthesize the given product. Given the product [Br:16][CH2:17][CH2:18][CH2:19][CH2:20][CH2:21][O:13][CH2:12][CH2:11][CH2:10][CH2:9][CH2:8][O:7][CH:2]1[CH2:3][CH2:4][CH2:5][CH2:6][O:1]1, predict the reactants needed to synthesize it. The reactants are: [O:1]1[CH2:6][CH2:5][CH2:4][CH2:3][CH:2]1[O:7][CH2:8][CH2:9][CH2:10][CH2:11][CH2:12][OH:13].[H-].[Na+].[Br:16][CH2:17][CH2:18][CH2:19][CH2:20][CH2:21]Br.O.